Dataset: Peptide-MHC class II binding affinity with 134,281 pairs from IEDB. Task: Regression. Given a peptide amino acid sequence and an MHC pseudo amino acid sequence, predict their binding affinity value. This is MHC class II binding data. (1) The peptide sequence is FNIQYVNYWFAPGAA. The MHC is HLA-DPA10103-DPB10301 with pseudo-sequence HLA-DPA10103-DPB10301. The binding affinity (normalized) is 0.143. (2) The peptide sequence is EKKYFAALQFEPLAA. The MHC is HLA-DPA10201-DPB10501 with pseudo-sequence HLA-DPA10201-DPB10501. The binding affinity (normalized) is 0.903.